From a dataset of Tyrosyl-DNA phosphodiesterase HTS with 341,365 compounds. Binary Classification. Given a drug SMILES string, predict its activity (active/inactive) in a high-throughput screening assay against a specified biological target. The compound is o1nc(c2CCCc12)C(=O)Nc1cc(c(cc1)C)C. The result is 1 (active).